Dataset: Peptide-MHC class II binding affinity with 134,281 pairs from IEDB. Task: Regression. Given a peptide amino acid sequence and an MHC pseudo amino acid sequence, predict their binding affinity value. This is MHC class II binding data. (1) The peptide sequence is AYVYFASDASTYTTG. The MHC is HLA-DPA10301-DPB10402 with pseudo-sequence HLA-DPA10301-DPB10402. The binding affinity (normalized) is 0.0997. (2) The peptide sequence is YVDRFYKTLRAEQASQEV. The MHC is HLA-DQA10501-DQB10201 with pseudo-sequence HLA-DQA10501-DQB10201. The binding affinity (normalized) is 0.364. (3) The peptide sequence is NISGYNFSLGAAVKA. The MHC is H-2-IAb with pseudo-sequence H-2-IAb. The binding affinity (normalized) is 0.671.